This data is from Forward reaction prediction with 1.9M reactions from USPTO patents (1976-2016). The task is: Predict the product of the given reaction. (1) Given the reactants [NH2:1][C:2]1[C:3]([F:21])=[C:4]([C:9]([C:11]2[C:19]3[C:14](=[N:15][CH:16]=[C:17]([Br:20])[CH:18]=3)[NH:13][CH:12]=2)=[O:10])[C:5]([F:8])=[CH:6][CH:7]=1.ClCCl.N1C=CC=CC=1.[CH2:31]([S:34](Cl)(=[O:36])=[O:35])[CH2:32][CH3:33], predict the reaction product. The product is: [Br:20][C:17]1[CH:18]=[C:19]2[C:11]([C:9]([C:4]3[C:3]([F:21])=[C:2]([NH:1][S:34]([CH2:31][CH2:32][CH3:33])(=[O:36])=[O:35])[CH:7]=[CH:6][C:5]=3[F:8])=[O:10])=[CH:12][NH:13][C:14]2=[N:15][CH:16]=1. (2) Given the reactants C([N:8]1[CH2:11][C:10]([CH2:36][CH:37]2[CH2:39][CH2:38]2)([O:12][C:13]2[CH:35]=[CH:34][C:16]3[C:17]4[N:21]([CH2:22][CH2:23][O:24][C:15]=3[CH:14]=2)[CH:20]=[C:19]([C:25]2[N:26]([CH:31]([CH3:33])[CH3:32])[N:27]=[C:28]([CH3:30])[N:29]=2)[N:18]=4)[CH2:9]1)C1C=CC=CC=1, predict the reaction product. The product is: [NH3:8].[CH3:10][OH:12].[CH:37]1([CH2:36][C:10]2([O:12][C:13]3[CH:35]=[CH:34][C:16]4[C:17]5[N:21]([CH:20]=[C:19]([C:25]6[N:26]([CH:31]([CH3:32])[CH3:33])[N:27]=[C:28]([CH3:30])[N:29]=6)[N:18]=5)[CH2:22][CH2:23][O:24][C:15]=4[CH:14]=3)[CH2:11][NH:8][CH2:9]2)[CH2:38][CH2:39]1. (3) The product is: [C:1]([O:5][C:6]([N:8]([C@@H:22]1[CH2:26][CH2:25][N:24]([CH2:30][CH:27]2[CH2:29][CH2:28]2)[CH2:23]1)[C:9]1[N:14]=[CH:13][C:12](/[CH:15]=[CH:16]/[C:17]([O:19][CH2:20][CH3:21])=[O:18])=[CH:11][CH:10]=1)=[O:7])([CH3:2])([CH3:3])[CH3:4]. Given the reactants [C:1]([O:5][C:6]([N:8]([C@@H:22]1[CH2:26][CH2:25][NH:24][CH2:23]1)[C:9]1[N:14]=[CH:13][C:12](/[CH:15]=[CH:16]/[C:17]([O:19][CH2:20][CH3:21])=[O:18])=[CH:11][CH:10]=1)=[O:7])([CH3:4])([CH3:3])[CH3:2].[CH:27]1([CH2:30]Br)[CH2:29][CH2:28]1.C(=O)([O-])O.[K+].[I-].[K+].C([O-])(O)=O.[Na+], predict the reaction product. (4) The product is: [OH:8][C:9]1[CH:14]=[CH:13][C:12]([C:15](=[O:23])[CH2:16][C:17]2[CH:22]=[CH:21][N:20]=[CH:19][CH:18]=2)=[CH:11][CH:10]=1. Given the reactants C([O:8][C:9]1[CH:14]=[CH:13][C:12]([C:15](=[O:23])[CH2:16][C:17]2[CH:22]=[CH:21][N:20]=[CH:19][CH:18]=2)=[CH:11][CH:10]=1)C1C=CC=CC=1.C1COCC1, predict the reaction product.